Task: Predict which catalyst facilitates the given reaction.. Dataset: Catalyst prediction with 721,799 reactions and 888 catalyst types from USPTO (1) Reactant: [F:1][C:2]([F:22])([F:21])[C:3]1[CH:8]=[CH:7][C:6]([C:9]2[N:14]=[C:13]([CH:15]([OH:20])[CH2:16][CH2:17][CH2:18][CH3:19])[CH:12]=[CH:11][CH:10]=2)=[CH:5][CH:4]=1.[CH3:23][O:24][C:25](=[O:34])[CH2:26][C:27]1[CH:32]=[CH:31][C:30](O)=[CH:29][CH:28]=1.P(CCCC)(CCCC)CCCC. Product: [F:22][C:2]([F:21])([F:1])[C:3]1[CH:4]=[CH:5][C:6]([C:9]2[N:14]=[C:13]([CH:15]([O:20][C:30]3[CH:31]=[CH:32][C:27]([CH2:26][C:25]([O:24][CH3:23])=[O:34])=[CH:28][CH:29]=3)[CH2:16][CH2:17][CH2:18][CH3:19])[CH:12]=[CH:11][CH:10]=2)=[CH:7][CH:8]=1. The catalyst class is: 1. (2) Reactant: C1(P(C2C=CC=CC=2)C2C=CC=CC=2)C=CC=CC=1.CC(OC(/N=N/C(OC(C)(C)C)=O)=O)(C)C.[Br:36][C:37]1[CH:42]=[CH:41][C:40]([OH:43])=[CH:39][C:38]=1[CH3:44].[CH:45]([C:48]1[N:52]=[C:51]([N:53]2[CH2:58][CH2:57][CH:56]([CH2:59][CH2:60][CH2:61]O)[CH2:55][CH2:54]2)[O:50][N:49]=1)([CH3:47])[CH3:46]. Product: [Br:36][C:37]1[CH:42]=[CH:41][C:40]([O:43][CH2:61][CH2:60][CH2:59][CH:56]2[CH2:57][CH2:58][N:53]([C:51]3[O:50][N:49]=[C:48]([CH:45]([CH3:46])[CH3:47])[N:52]=3)[CH2:54][CH2:55]2)=[CH:39][C:38]=1[CH3:44]. The catalyst class is: 1. (3) Reactant: I[C:2]1[CH:12]=[CH:11][C:5]([C:6]([O:8][CH2:9][CH3:10])=[O:7])=[CH:4][CH:3]=1.[Cl-].[Li+].C([Mg]Cl)(C)C.[CH3:20][C:21]1([CH3:28])[CH2:24][CH:23]([C:25](Cl)=[O:26])[CH2:22]1. Product: [CH3:20][C:21]1([CH3:28])[CH2:24][CH:23]([C:25]([C:2]2[CH:12]=[CH:11][C:5]([C:6]([O:8][CH2:9][CH3:10])=[O:7])=[CH:4][CH:3]=2)=[O:26])[CH2:22]1. The catalyst class is: 804. (4) Reactant: Cl[C:2]1[C:3]2[S:10][CH:9]=[C:8]([C:11]([NH:13][C:14]3[C:19]([F:20])=[CH:18][CH:17]=[C:16]([N:21]([CH2:28][C:29]4[CH:34]=[CH:33][C:32]([O:35][CH3:36])=[CH:31][CH:30]=4)[S:22]([CH2:25][CH2:26][CH3:27])(=[O:24])=[O:23])[C:15]=3[F:37])=[O:12])[C:4]=2[N:5]=[CH:6][N:7]=1.[CH3:38][NH2:39]. Product: [F:37][C:15]1[C:16]([N:21]([CH2:28][C:29]2[CH:34]=[CH:33][C:32]([O:35][CH3:36])=[CH:31][CH:30]=2)[S:22]([CH2:25][CH2:26][CH3:27])(=[O:23])=[O:24])=[CH:17][CH:18]=[C:19]([F:20])[C:14]=1[NH:13][C:11]([C:8]1[C:4]2[N:5]=[CH:6][N:7]=[C:2]([NH:39][CH3:38])[C:3]=2[S:10][CH:9]=1)=[O:12]. The catalyst class is: 8. (5) Reactant: [CH2:1]([O:3][C:4](=[O:18])[C:5]1[CH:10]=[CH:9][C:8](/[CH:11]=[CH:12]/[C:13]2[O:14][CH:15]=[CH:16][CH:17]=2)=[CH:7][CH:6]=1)[CH3:2]. Product: [CH2:1]([O:3][C:4](=[O:18])[C:5]1[CH:10]=[CH:9][C:8]([CH2:11][CH2:12][C:13]2[O:14][CH:15]=[CH:16][CH:17]=2)=[CH:7][CH:6]=1)[CH3:2]. The catalyst class is: 481. (6) Reactant: [CH3:1][Si:2]([CH3:10])([CH3:9])[O:3][C:4]([CH3:8])([C:6]#[CH:7])[CH3:5].[Li]CCCC.[C:16]([C:18]1[CH:29]=[CH:28][C:21]([C:22](N(OC)C)=[O:23])=[CH:20][CH:19]=1)#[N:17]. Product: [CH3:5][C:4]([O:3][Si:2]([CH3:10])([CH3:9])[CH3:1])([CH3:8])[C:6]#[C:7][C:22]([C:21]1[CH:28]=[CH:29][C:18]([C:16]#[N:17])=[CH:19][CH:20]=1)=[O:23]. The catalyst class is: 1.